The task is: Regression. Given two drug SMILES strings and cell line genomic features, predict the synergy score measuring deviation from expected non-interaction effect.. This data is from NCI-60 drug combinations with 297,098 pairs across 59 cell lines. (1) Drug 1: CC1=C2C(C(=O)C3(C(CC4C(C3C(C(C2(C)C)(CC1OC(=O)C(C(C5=CC=CC=C5)NC(=O)OC(C)(C)C)O)O)OC(=O)C6=CC=CC=C6)(CO4)OC(=O)C)OC)C)OC. Drug 2: C1=NC2=C(N1)C(=S)N=CN2. Cell line: COLO 205. Synergy scores: CSS=58.2, Synergy_ZIP=1.96, Synergy_Bliss=-1.76, Synergy_Loewe=-14.0, Synergy_HSA=0.411. (2) Drug 1: CC(C1=C(C=CC(=C1Cl)F)Cl)OC2=C(N=CC(=C2)C3=CN(N=C3)C4CCNCC4)N. Drug 2: CC(C)(C#N)C1=CC(=CC(=C1)CN2C=NC=N2)C(C)(C)C#N. Cell line: SF-295. Synergy scores: CSS=16.5, Synergy_ZIP=-4.99, Synergy_Bliss=1.84, Synergy_Loewe=-2.36, Synergy_HSA=3.51.